From a dataset of Reaction yield outcomes from USPTO patents with 853,638 reactions. Predict the reaction yield, written as a fraction of the theoretical maximum amount of product (1.0 means a 100% yield; for example, 0.34 means a 34% yield). The reactants are CC1(C)COB([C:8]2[CH:13]=[CH:12][C:11]([CH:14]3[CH2:18][CH2:17][N:16]([C:19]([O:21][CH3:22])=[O:20])[CH2:15]3)=[CH:10][CH:9]=2)OC1.Br[C:25]1[CH:26]=[C:27]2[C:31](=[CH:32][C:33]=1[Cl:34])[NH:30][CH:29]=[C:28]2[CH:35]=[O:36].C(=O)([O-])[O-].[K+].[K+]. The catalyst is C1(C)C=CC=CC=1.CCO.C1C=CC(P(C2C=CC=CC=2)[C-]2C=CC=C2)=CC=1.C1C=CC(P(C2C=CC=CC=2)[C-]2C=CC=C2)=CC=1.Cl[Pd]Cl.[Fe+2]. The product is [Cl:34][C:33]1[CH:32]=[C:31]2[C:27]([C:28]([CH:35]=[O:36])=[CH:29][NH:30]2)=[CH:26][C:25]=1[C:8]1[CH:9]=[CH:10][C:11]([CH:14]2[CH2:18][CH2:17][N:16]([C:19]([O:21][CH3:22])=[O:20])[CH2:15]2)=[CH:12][CH:13]=1. The yield is 0.680.